From a dataset of Full USPTO retrosynthesis dataset with 1.9M reactions from patents (1976-2016). Predict the reactants needed to synthesize the given product. (1) Given the product [O:19]1[CH2:23][CH2:22][CH:21]([CH2:24][NH:25][C:15]([C:12]2[CH:11]=[C:10]([CH2:9][CH2:8][CH2:7][C:1]3[CH:2]=[CH:3][CH:4]=[CH:5][CH:6]=3)[O:14][N:13]=2)=[O:17])[CH2:20]1, predict the reactants needed to synthesize it. The reactants are: [C:1]1([CH2:7][CH2:8][CH2:9][C:10]2[O:14][N:13]=[C:12]([C:15]([OH:17])=O)[CH:11]=2)[CH:6]=[CH:5][CH:4]=[CH:3][CH:2]=1.Cl.[O:19]1[CH2:23][CH2:22][CH:21]([CH2:24][NH2:25])[CH2:20]1.C(N(CC)CC)C.ON1C2C=CC=CC=2N=N1.Cl.C(N=C=NCCCN(C)C)C. (2) Given the product [OH:13][C:11]1[CH:10]=[C:9]([CH:8]=[C:7]([NH:6][C:3]2[NH:2][CH2:1][CH:19]([OH:22])[CH2:18][N:17]=2)[CH:12]=1)[C:14]([OH:16])=[O:15], predict the reactants needed to synthesize it. The reactants are: [CH3:1][NH:2][C:3](=[N:6][C:7]1[CH:12]=[C:11]([OH:13])[CH:10]=[C:9]([C:14]([OH:16])=[O:15])[CH:8]=1)SC.[NH2:17][CH2:18][CH:19]([OH:22])CN.N#N.Cl. (3) Given the product [CH2:1]([NH:3][C:4](=[O:13])[C:5]1[CH:10]=[CH:9][C:8]([I:11])=[C:7]([O:12][CH2:26][C:27]([F:30])([F:29])[F:28])[CH:6]=1)[CH3:2], predict the reactants needed to synthesize it. The reactants are: [CH2:1]([NH:3][C:4](=[O:13])[C:5]1[CH:10]=[CH:9][C:8]([I:11])=[C:7]([OH:12])[CH:6]=1)[CH3:2].C(=O)([O-])[O-].[K+].[K+].FC(F)(F)S(O[CH2:26][C:27]([F:30])([F:29])[F:28])(=O)=O. (4) Given the product [OH:14][C:8]1[C:9]([CH3:12])([CH3:13])[C:10]2[C:5]([C:6](=[O:26])[C:7]=1[C:15]([NH:17][CH2:18][C:19]([O:21][C:22]([CH3:23])([CH3:25])[CH3:24])=[O:20])=[O:16])=[CH:4][CH:3]=[C:2]([C:48]#[C:47][C:41]1[CH:46]=[CH:45][CH:44]=[CH:43][CH:42]=1)[CH:11]=2, predict the reactants needed to synthesize it. The reactants are: Br[C:2]1[CH:11]=[C:10]2[C:5]([C:6](=[O:26])[C:7]([C:15]([NH:17][CH2:18][C:19]([O:21][C:22]([CH3:25])([CH3:24])[CH3:23])=[O:20])=[O:16])=[C:8]([OH:14])[C:9]2([CH3:13])[CH3:12])=[CH:4][CH:3]=1.C1COCC1.C(N(C(C)C)C(C)C)C.[C:41]1([C:47]#[CH:48])[CH:46]=[CH:45][CH:44]=[CH:43][CH:42]=1. (5) Given the product [CH2:31]([O:33][C:34]1[CH:35]=[C:36]([CH:39]=[C:40]([O:43][CH2:44][CH3:45])[C:41]=1[F:42])[CH2:37][N:21]1[CH2:22][CH2:23][CH:18]([NH:17][C:15](=[O:16])[C:14]2[CH:24]=[C:25]([O:27][CH3:28])[CH:26]=[C:12]([O:11][CH2:10][CH:9]([OH:8])[CH2:29][OH:30])[CH:13]=2)[CH2:19][CH2:20]1)[CH3:32], predict the reactants needed to synthesize it. The reactants are: FC(F)(F)C(O)=O.[OH:8][CH:9]([CH2:29][OH:30])[CH2:10][O:11][C:12]1[CH:13]=[C:14]([CH:24]=[C:25]([O:27][CH3:28])[CH:26]=1)[C:15]([NH:17][CH:18]1[CH2:23][CH2:22][NH:21][CH2:20][CH2:19]1)=[O:16].[CH2:31]([O:33][C:34]1[CH:35]=[C:36]([CH:39]=[C:40]([O:43][CH2:44][CH3:45])[C:41]=1[F:42])[CH:37]=O)[CH3:32].C([BH3-])#N.[Na+].C(N(C(C)C)C(C)C)C. (6) Given the product [C:1]([O:5][C:6]([N:8]1[CH2:13][CH2:12][CH:11]([O:14][S:22]([CH3:25])(=[O:24])=[O:23])[CH2:10][CH2:9]1)=[O:7])([CH3:4])([CH3:2])[CH3:3], predict the reactants needed to synthesize it. The reactants are: [C:1]([O:5][C:6]([N:8]1[CH2:13][CH2:12][CH:11]([OH:14])[CH2:10][CH2:9]1)=[O:7])([CH3:4])([CH3:3])[CH3:2].CCN(CC)CC.[S:22](Cl)([CH3:25])(=[O:24])=[O:23].